Predict the reaction yield, written as a fraction of the theoretical maximum amount of product (1.0 means a 100% yield; for example, 0.34 means a 34% yield). From a dataset of Reaction yield outcomes from USPTO patents with 853,638 reactions. (1) The reactants are Br[C:2]1[CH:3]=[CH:4][C:5]([N+:21]([O-:23])=[O:22])=[C:6]([NH:8][CH:9]2[CH2:14][CH2:13][N:12]([CH:15]3[CH2:20][CH2:19][O:18][CH2:17][CH2:16]3)[CH2:11][CH2:10]2)[CH:7]=1.[CH:24]([Sn](CCCC)(CCCC)CCCC)=[CH2:25].N#N.C1(P(C2C=CC=CC=2)C2C=CC=CC=2)C=CC=CC=1. The catalyst is C1(C)C=CC=CC=1.C1C=CC(/C=C/C(/C=C/C2C=CC=CC=2)=O)=CC=1.C1C=CC(/C=C/C(/C=C/C2C=CC=CC=2)=O)=CC=1.[Pd]. The product is [CH:24]([C:2]1[CH:3]=[CH:4][C:5]([N+:21]([O-:23])=[O:22])=[C:6]([NH:8][CH:9]2[CH2:14][CH2:13][N:12]([CH:15]3[CH2:20][CH2:19][O:18][CH2:17][CH2:16]3)[CH2:11][CH2:10]2)[CH:7]=1)=[CH2:25]. The yield is 0.670. (2) The product is [CH2:13]([C:2]1[CH:12]=[CH:11][C:5]2[CH:6]=[C:7]([CH:9]=[O:10])[S:8][C:4]=2[CH:3]=1)[CH2:14][CH2:15][CH3:16]. The yield is 0.780. The reactants are Br[C:2]1[CH:12]=[CH:11][C:5]2[CH:6]=[C:7]([CH:9]=[O:10])[S:8][C:4]=2[CH:3]=1.[CH2:13]([B-](F)(F)F)[CH2:14][CH2:15][CH3:16].[K+]. No catalyst specified. (3) The reactants are [NH:1]1[C:9]2[C:4](=[CH:5][CH:6]=[CH:7][CH:8]=2)[CH2:3][C:2]1=[O:10].[CH2:11]([O:13][C:14]([C:16]1[C:17]([CH3:24])=[C:18]([CH:22]=O)[NH:19][C:20]=1[CH3:21])=[O:15])[CH3:12]. The catalyst is N1CCCCC1.C(O)C. The product is [CH3:21][C:20]1[NH:19][C:18]([CH:22]=[C:3]2[C:4]3[C:9](=[CH:8][CH:7]=[CH:6][CH:5]=3)[NH:1][C:2]2=[O:10])=[C:17]([CH3:24])[C:16]=1[C:14]([O:13][CH2:11][CH3:12])=[O:15]. The yield is 0.790. (4) The reactants are [CH3:1][N:2]1[CH2:7][CH2:6][NH:5][CH2:4][CH2:3]1.C(N(CC)CC)C.Cl.[F:16][C:17]([F:51])([F:50])[C:18]1[CH:23]=[C:22]([C:24]2[CH:29]=[CH:28][C:27]([C:30]([F:33])([F:32])[F:31])=[CH:26][CH:25]=2)[N:21]=[C:20]([C:34]2[CH:39]=[CH:38][N:37]=[C:36]([C:40]3[CH:41]=[C:42]([S:46](Cl)(=[O:48])=[O:47])[CH:43]=[CH:44][CH:45]=3)[CH:35]=2)[N:19]=1. The catalyst is C1COCC1. The product is [CH3:1][N:2]1[CH2:7][CH2:6][N:5]([S:46]([C:42]2[CH:41]=[C:40]([C:36]3[CH:35]=[C:34]([C:20]4[N:19]=[C:18]([C:17]([F:16])([F:50])[F:51])[CH:23]=[C:22]([C:24]5[CH:29]=[CH:28][C:27]([C:30]([F:33])([F:31])[F:32])=[CH:26][CH:25]=5)[N:21]=4)[CH:39]=[CH:38][N:37]=3)[CH:45]=[CH:44][CH:43]=2)(=[O:47])=[O:48])[CH2:4][CH2:3]1. The yield is 0.880. (5) The reactants are [Cl:1][C:2]1[CH:7]=[CH:6][C:5]([F:8])=[CH:4][N:3]=1.F[B-](F)(F)F.ClC1C=CC([N+]#N)=CN=1.OO.FC(F)(F)C(O)=[O:28]. No catalyst specified. The product is [Cl:1][C:2]1[CH:7]=[CH:6][C:5]([F:8])=[CH:4][N+:3]=1[O-:28]. The yield is 0.700. (6) The reactants are Br[C:2]1[CH:3]=[CH:4][C:5]2[O:9][CH:8]=[CH:7][C:6]=2[CH:10]=1.[Br-].[CH:12]1([Zn+])[CH2:17][CH2:16][CH2:15][CH2:14][CH2:13]1. The catalyst is C1COCC1.C(OCC)(=O)C.CC(C)([P](C(C)(C)C)([Pd][P](C(C)(C)C)(C(C)(C)C)C(C)(C)C)C(C)(C)C)C. The product is [CH:12]1([C:2]2[CH:3]=[CH:4][C:5]3[O:9][CH:8]=[CH:7][C:6]=3[CH:10]=2)[CH2:17][CH2:16][CH2:15][CH2:14][CH2:13]1. The yield is 0.430. (7) The reactants are [Si:1]([O:8][C:9]1[CH:14]=[CH:13][C:12]([C:15]2[N:16]=[CH:17][C:18]([NH2:21])=[N:19][CH:20]=2)=[CH:11][CH:10]=1)([C:4]([CH3:7])([CH3:6])[CH3:5])([CH3:3])[CH3:2].[Si:22]([O:29][C:30]1[CH:35]=[CH:34][C:33]([CH2:36][C:37](Cl)=[O:38])=[CH:32][CH:31]=1)([C:25]([CH3:28])([CH3:27])[CH3:26])([CH3:24])[CH3:23].O. The catalyst is CN(C)C1C=CN=CC=1.N1C=CC=CC=1. The product is [Si:22]([O:29][C:30]1[CH:31]=[CH:32][C:33]([CH2:36][C:37]([NH:21][C:18]2[CH:17]=[N:16][C:15]([C:12]3[CH:13]=[CH:14][C:9]([O:8][Si:1]([C:4]([CH3:7])([CH3:5])[CH3:6])([CH3:3])[CH3:2])=[CH:10][CH:11]=3)=[CH:20][N:19]=2)=[O:38])=[CH:34][CH:35]=1)([C:25]([CH3:28])([CH3:27])[CH3:26])([CH3:24])[CH3:23]. The yield is 0.748.